This data is from Forward reaction prediction with 1.9M reactions from USPTO patents (1976-2016). The task is: Predict the product of the given reaction. (1) Given the reactants [CH2:1]([O:3][C:4]([C:6]1[NH:7][CH:8]=[C:9]2[CH:18]([C:19]3[O:20][C:21]([S:24][C:25]4[NH:29][C:28]5[CH:30]=[C:31]([Cl:35])[C:32]([F:34])=[CH:33][C:27]=5[N:26]=4)=[CH:22][CH:23]=3)[C:17]3[C:16](=[O:36])[CH2:15][N:14](OC(C)(C)C)[CH2:13][C:12]=3[NH:11][C:10]=12)=[O:5])[CH3:2].Cl, predict the reaction product. The product is: [ClH:35].[CH2:1]([O:3][C:4]([C:6]1[NH:7][CH:8]=[C:9]2[CH:18]([C:19]3[O:20][C:21]([S:24][C:25]4[NH:29][C:28]5[CH:30]=[C:31]([Cl:35])[C:32]([F:34])=[CH:33][C:27]=5[N:26]=4)=[CH:22][CH:23]=3)[C:17]3[C:16](=[O:36])[CH2:15][NH:14][CH2:13][C:12]=3[NH:11][C:10]=12)=[O:5])[CH3:2]. (2) Given the reactants [CH3:1][C:2]1[CH:6]=[C:5](C)[N:4]([C:8](=N)[NH:9][S:10]([C:13]2[CH:18]=[CH:17][C:16]([CH3:19])=[CH:15][CH:14]=2)(=[O:12])=[O:11])N=1.CS(O)(=O)=O.C([NH2:30])CCC, predict the reaction product. The product is: [NH2:30][CH2:1][CH2:2][CH2:6][CH2:5][NH:4][CH:8]=[N:9][S:10]([C:13]1[CH:14]=[CH:15][C:16]([CH3:19])=[CH:17][CH:18]=1)(=[O:11])=[O:12]. (3) The product is: [S:1]1[C:5]2[CH:6]=[CH:7][CH:8]=[CH:9][C:4]=2[N:3]=[C:2]1[C:10]1[CH:25]=[CH:24][CH:23]=[CH:22][C:11]=1[O:12][CH2:13][P:14](=[O:15])([OH:21])[OH:18]. Given the reactants [S:1]1[C:5]2[CH:6]=[CH:7][CH:8]=[CH:9][C:4]=2[N:3]=[C:2]1[C:10]1[CH:25]=[CH:24][CH:23]=[CH:22][C:11]=1[O:12][CH2:13][P:14](=[O:21])([O:18]CC)[O:15]CC.C[Si](I)(C)C.CO, predict the reaction product. (4) The product is: [Cl:1][C:2]1[CH:9]=[CH:8][CH:7]=[CH:6][C:3]=1/[CH:4]=[CH:13]/[N+:10]([O-:12])=[O:11]. Given the reactants [Cl:1][C:2]1[CH:9]=[CH:8][CH:7]=[CH:6][C:3]=1[CH:4]=O.[N+:10]([CH3:13])([O-:12])=[O:11].C([O-])(=O)C.[NH4+], predict the reaction product. (5) Given the reactants [OH:1][CH2:2][CH2:3][O:4][C:5]1[N:10]=[C:9]([C:11]2[CH:16]=[CH:15][N:14]=[CH:13][CH:12]=2)[N:8]=[C:7]([NH:17][S:18](=[O:30])(=[O:29])[NH:19][C:20]2[CH:25]=[CH:24][C:23]([CH:26]([CH3:28])[CH3:27])=[CH:22][CH:21]=2)[C:6]=1[O:31][C:32]1[CH:37]=[CH:36][CH:35]=[CH:34][C:33]=1[O:38][CH3:39].[H-].[Na+].Cl[C:43]1[N:48]=[CH:47][CH:46]=[CH:45][N:44]=1.CN(C=O)C, predict the reaction product. The product is: [N:44]1[CH:45]=[CH:46][CH:47]=[N:48][C:43]=1[O:1][CH2:2][CH2:3][O:4][C:5]1[N:10]=[C:9]([C:11]2[CH:16]=[CH:15][N:14]=[CH:13][CH:12]=2)[N:8]=[C:7]([NH:17][S:18](=[O:30])(=[O:29])[NH:19][C:20]2[CH:21]=[CH:22][C:23]([CH:26]([CH3:28])[CH3:27])=[CH:24][CH:25]=2)[C:6]=1[O:31][C:32]1[CH:37]=[CH:36][CH:35]=[CH:34][C:33]=1[O:38][CH3:39]. (6) Given the reactants [Br:1][C:2]1[CH:3]=[CH:4][C:5]([O:15][C:16]2[C:17]([F:23])=[N:18][C:19]([Cl:22])=[CH:20][CH:21]=2)=[C:6]([CH:14]=1)[C:7](N(CC)CC)=[O:8].C([N-]C(C)C)(C)C.[Li+].CCCCCCC.O1CCCC1.C(C1C=CC=CC=1)C, predict the reaction product. The product is: [Br:1][C:2]1[CH:14]=[C:6]2[C:5](=[CH:4][CH:3]=1)[O:15][C:16]1[C:17]([F:23])=[N:18][C:19]([Cl:22])=[CH:20][C:21]=1[C:7]2=[O:8]. (7) The product is: [C:1]([C:5]1[CH:10]=[CH:9][C:8]([NH:11][C:12]([NH:14][CH:15]([CH3:16])[CH2:17][CH:18]=[O:19])=[O:13])=[CH:7][CH:6]=1)([CH3:4])([CH3:2])[CH3:3]. Given the reactants [C:1]([C:5]1[CH:10]=[CH:9][C:8]([NH:11][C:12]([NH:14][CH:15]([CH2:17][CH2:18][OH:19])[CH3:16])=[O:13])=[CH:7][CH:6]=1)([CH3:4])([CH3:3])[CH3:2], predict the reaction product.